This data is from NCI-60 drug combinations with 297,098 pairs across 59 cell lines. The task is: Regression. Given two drug SMILES strings and cell line genomic features, predict the synergy score measuring deviation from expected non-interaction effect. (1) Drug 1: CC1=C(N=C(N=C1N)C(CC(=O)N)NCC(C(=O)N)N)C(=O)NC(C(C2=CN=CN2)OC3C(C(C(C(O3)CO)O)O)OC4C(C(C(C(O4)CO)O)OC(=O)N)O)C(=O)NC(C)C(C(C)C(=O)NC(C(C)O)C(=O)NCCC5=NC(=CS5)C6=NC(=CS6)C(=O)NCCC[S+](C)C)O. Drug 2: C(CCl)NC(=O)N(CCCl)N=O. Cell line: NCI-H226. Synergy scores: CSS=20.6, Synergy_ZIP=-0.633, Synergy_Bliss=-0.0323, Synergy_Loewe=-11.1, Synergy_HSA=2.00. (2) Drug 1: C#CCC(CC1=CN=C2C(=N1)C(=NC(=N2)N)N)C3=CC=C(C=C3)C(=O)NC(CCC(=O)O)C(=O)O. Drug 2: CN(CC1=CN=C2C(=N1)C(=NC(=N2)N)N)C3=CC=C(C=C3)C(=O)NC(CCC(=O)O)C(=O)O. Cell line: MDA-MB-435. Synergy scores: CSS=57.1, Synergy_ZIP=6.60, Synergy_Bliss=4.79, Synergy_Loewe=1.75, Synergy_HSA=4.16. (3) Drug 1: C1=CC(=C2C(=C1NCCNCCO)C(=O)C3=C(C=CC(=C3C2=O)O)O)NCCNCCO. Drug 2: C1CN(CCN1C(=O)CCBr)C(=O)CCBr. Cell line: MCF7. Synergy scores: CSS=43.8, Synergy_ZIP=0.863, Synergy_Bliss=1.69, Synergy_Loewe=-1.61, Synergy_HSA=4.97. (4) Drug 1: C1CCN(CC1)CCOC2=CC=C(C=C2)C(=O)C3=C(SC4=C3C=CC(=C4)O)C5=CC=C(C=C5)O. Drug 2: CC1C(C(CC(O1)OC2CC(OC(C2O)C)OC3=CC4=CC5=C(C(=O)C(C(C5)C(C(=O)C(C(C)O)O)OC)OC6CC(C(C(O6)C)O)OC7CC(C(C(O7)C)O)OC8CC(C(C(O8)C)O)(C)O)C(=C4C(=C3C)O)O)O)O. Cell line: MOLT-4. Synergy scores: CSS=67.6, Synergy_ZIP=12.5, Synergy_Bliss=15.8, Synergy_Loewe=-26.0, Synergy_HSA=15.0. (5) Drug 1: C1=NC2=C(N1)C(=S)N=C(N2)N. Drug 2: C1=CC=C(C=C1)NC(=O)CCCCCCC(=O)NO. Cell line: U251. Synergy scores: CSS=19.1, Synergy_ZIP=-13.2, Synergy_Bliss=-11.1, Synergy_Loewe=-12.1, Synergy_HSA=-8.57. (6) Drug 1: CCN(CC)CCCC(C)NC1=C2C=C(C=CC2=NC3=C1C=CC(=C3)Cl)OC. Drug 2: C1CNP(=O)(OC1)N(CCCl)CCCl. Cell line: UACC62. Synergy scores: CSS=3.81, Synergy_ZIP=-0.972, Synergy_Bliss=0.415, Synergy_Loewe=-8.60, Synergy_HSA=-1.09.